From a dataset of Forward reaction prediction with 1.9M reactions from USPTO patents (1976-2016). Predict the product of the given reaction. (1) Given the reactants [N:1]([C:4]1[CH:9]=[CH:8][C:7]([CH2:10][CH2:11][C:12]([OH:14])=[O:13])=[CH:6][CH:5]=1)=[N+:2]=[N-:3].[C:15]([C:17]1[C:25]2[C:20](=[CH:21][CH:22]=[CH:23][CH:24]=2)[NH:19][N:18]=1)#[CH:16], predict the reaction product. The product is: [NH:19]1[C:20]2[C:25](=[CH:24][CH:23]=[CH:22][CH:21]=2)[C:17]([C:15]2[N:3]=[N:2][N:1]([C:4]3[CH:5]=[CH:6][C:7]([CH2:10][CH2:11][C:12]([OH:14])=[O:13])=[CH:8][CH:9]=3)[CH:16]=2)=[N:18]1. (2) Given the reactants [CH2:1]([C:3]1[C:11]2[C:6](=[CH:7][CH:8]=[CH:9][C:10]=2[NH:12][C:13]([C:15]2[N:19]3[CH:20]=[CH:21][C:22]([O:24][CH2:25][CH2:26][N:27]4[CH2:32][CH2:31][N:30]([CH3:33])[CH2:29][CH2:28]4)=[CH:23][C:18]3=[N:17][CH:16]=2)=[O:14])[N:5]([CH2:34][C:35]2[CH:40]=[CH:39][CH:38]=[C:37]([CH3:41])[N:36]=2)[N:4]=1)[CH3:2].ClC1C=CC=C(C(OO)=[O:50])C=1, predict the reaction product. The product is: [CH2:1]([C:3]1[C:11]2[C:6](=[CH:7][CH:8]=[CH:9][C:10]=2[NH:12][C:13]([C:15]2[N:19]3[CH:20]=[CH:21][C:22]([O:24][CH2:25][CH2:26][N:27]4[CH2:28][CH2:29][N+:30]([O-:50])([CH3:33])[CH2:31][CH2:32]4)=[CH:23][C:18]3=[N:17][CH:16]=2)=[O:14])[N:5]([CH2:34][C:35]2[CH:40]=[CH:39][CH:38]=[C:37]([CH3:41])[N:36]=2)[N:4]=1)[CH3:2]. (3) Given the reactants [C:1]([C:4]1[CH:11]=[CH:10][C:7]([CH:8]=[O:9])=[CH:6][CH:5]=1)([OH:3])=O.S(Cl)(Cl)=O.CN(C)C=O.[CH2:21]([NH:23][CH2:24][CH3:25])[CH3:22], predict the reaction product. The product is: [CH:8]([C:7]1[CH:10]=[CH:11][C:4]([C:1]([N:23]([CH2:24][CH3:25])[CH2:21][CH3:22])=[O:3])=[CH:5][CH:6]=1)=[O:9]. (4) Given the reactants I[C:2]1[C:10]2[C:5](=[N:6][CH:7]=[C:8]([C:11]3[CH:16]=[C:15]([O:17][CH3:18])[C:14]([O:19][CH3:20])=[C:13]([O:21][CH3:22])[CH:12]=3)[N:9]=2)[NH:4][CH:3]=1.[C:23]([C:25]1[CH:30]=[CH:29][CH:28]=[CH:27][CH:26]=1)#[CH:24].C(N(CC)CC)C, predict the reaction product. The product is: [C:25]1([C:23]#[C:24][C:2]2[C:10]3[C:5](=[N:6][CH:7]=[C:8]([C:11]4[CH:16]=[C:15]([O:17][CH3:18])[C:14]([O:19][CH3:20])=[C:13]([O:21][CH3:22])[CH:12]=4)[N:9]=3)[NH:4][CH:3]=2)[CH:30]=[CH:29][CH:28]=[CH:27][CH:26]=1. (5) Given the reactants C(N(CC)CC)C.[CH3:8][C@:9]1([OH:19])[C@@H:17]([OH:18])[CH2:16][C@@H:12]2[C:13]([CH3:15])([CH3:14])[C@H:10]1[CH2:11]2, predict the reaction product. The product is: [OH:19][C@@:9]1([CH3:8])[C:17](=[O:18])[CH2:16][C@H:12]2[CH2:11][C@@H:10]1[C:13]2([CH3:15])[CH3:14]. (6) Given the reactants [CH2:1]([C:3]1[CH:8]=[C:7]([C:9]2[O:10][C:11]([C:14]3[CH:19]=[C:18]([CH3:20])[N:17]=[C:16]([NH:21][CH:22]([CH3:24])[CH3:23])[N:15]=3)=[CH:12][N:13]=2)[CH:6]=[C:5]([CH3:25])[C:4]=1[OH:26])[CH3:2].Cl[CH2:28][C@@H:29]([OH:32])[CH2:30][OH:31], predict the reaction product. The product is: [CH2:1]([C:3]1[CH:8]=[C:7]([C:9]2[O:10][C:11]([C:14]3[CH:19]=[C:18]([CH3:20])[N:17]=[C:16]([NH:21][CH:22]([CH3:23])[CH3:24])[N:15]=3)=[CH:12][N:13]=2)[CH:6]=[C:5]([CH3:25])[C:4]=1[O:26][CH2:28][CH:29]([OH:32])[CH2:30][OH:31])[CH3:2]. (7) Given the reactants [C:1]([C:3]1[C:7]([CH2:8][C:9]2[CH:14]=[CH:13][CH:12]=[CH:11][C:10]=2[S:15]([N:18]2[CH2:22][CH2:21][CH2:20][CH2:19]2)(=[O:17])=[O:16])=[C:6]([CH3:23])[N:5]([CH2:24][C:25]([O:27]CC)=[O:26])[C:4]=1[CH:30]1[CH2:34][CH2:33][CH2:32][CH2:31]1)#[N:2].O.[OH-].[Li+].O, predict the reaction product. The product is: [C:1]([C:3]1[C:7]([CH2:8][C:9]2[CH:14]=[CH:13][CH:12]=[CH:11][C:10]=2[S:15]([N:18]2[CH2:19][CH2:20][CH2:21][CH2:22]2)(=[O:17])=[O:16])=[C:6]([CH3:23])[N:5]([CH2:24][C:25]([OH:27])=[O:26])[C:4]=1[CH:30]1[CH2:31][CH2:32][CH2:33][CH2:34]1)#[N:2]. (8) Given the reactants [Cl:1][C:2]1[C:3]([CH:8]([C:10]2[CH:11]=[N:12][CH:13]=[CH:14][CH:15]=2)[OH:9])=[N:4][CH:5]=[CH:6][N:7]=1, predict the reaction product. The product is: [Cl:1][C:2]1[C:3]([C:8]([C:10]2[CH:11]=[N:12][CH:13]=[CH:14][CH:15]=2)=[O:9])=[N:4][CH:5]=[CH:6][N:7]=1.